Dataset: NCI-60 drug combinations with 297,098 pairs across 59 cell lines. Task: Regression. Given two drug SMILES strings and cell line genomic features, predict the synergy score measuring deviation from expected non-interaction effect. (1) Drug 1: C1=CN(C(=O)N=C1N)C2C(C(C(O2)CO)O)O.Cl. Drug 2: CC1CCC2CC(C(=CC=CC=CC(CC(C(=O)C(C(C(=CC(C(=O)CC(OC(=O)C3CCCCN3C(=O)C(=O)C1(O2)O)C(C)CC4CCC(C(C4)OC)OCCO)C)C)O)OC)C)C)C)OC. Cell line: EKVX. Synergy scores: CSS=2.38, Synergy_ZIP=-0.101, Synergy_Bliss=2.82, Synergy_Loewe=0.601, Synergy_HSA=0.190. (2) Drug 1: CN1CCC(CC1)COC2=C(C=C3C(=C2)N=CN=C3NC4=C(C=C(C=C4)Br)F)OC. Drug 2: CC1CCC2CC(C(=CC=CC=CC(CC(C(=O)C(C(C(=CC(C(=O)CC(OC(=O)C3CCCCN3C(=O)C(=O)C1(O2)O)C(C)CC4CCC(C(C4)OC)OCCO)C)C)O)OC)C)C)C)OC. Cell line: NCI-H522. Synergy scores: CSS=21.9, Synergy_ZIP=-9.11, Synergy_Bliss=-5.47, Synergy_Loewe=-5.15, Synergy_HSA=-3.18. (3) Drug 1: CN1CCC(CC1)COC2=C(C=C3C(=C2)N=CN=C3NC4=C(C=C(C=C4)Br)F)OC. Drug 2: CC1OCC2C(O1)C(C(C(O2)OC3C4COC(=O)C4C(C5=CC6=C(C=C35)OCO6)C7=CC(=C(C(=C7)OC)O)OC)O)O. Cell line: COLO 205. Synergy scores: CSS=46.8, Synergy_ZIP=2.60, Synergy_Bliss=0.653, Synergy_Loewe=-15.4, Synergy_HSA=-4.83. (4) Drug 1: CC12CCC(CC1=CCC3C2CCC4(C3CC=C4C5=CN=CC=C5)C)O. Drug 2: C1CC(=O)NC(=O)C1N2CC3=C(C2=O)C=CC=C3N. Cell line: NCIH23. Synergy scores: CSS=5.24, Synergy_ZIP=-2.43, Synergy_Bliss=-0.692, Synergy_Loewe=-1.73, Synergy_HSA=-0.820. (5) Drug 1: CCN(CC)CCNC(=O)C1=C(NC(=C1C)C=C2C3=C(C=CC(=C3)F)NC2=O)C. Drug 2: CN(CC1=CN=C2C(=N1)C(=NC(=N2)N)N)C3=CC=C(C=C3)C(=O)NC(CCC(=O)O)C(=O)O. Cell line: SNB-19. Synergy scores: CSS=58.4, Synergy_ZIP=-0.963, Synergy_Bliss=-0.360, Synergy_Loewe=-39.1, Synergy_HSA=-0.490.